From a dataset of Full USPTO retrosynthesis dataset with 1.9M reactions from patents (1976-2016). Predict the reactants needed to synthesize the given product. The reactants are: C[O:2][C:3]([C:5]1([CH3:17])[C:14]2[C:9](=[CH:10][CH:11]=[C:12]([O:15][CH3:16])[CH:13]=2)[CH2:8][CH2:7][CH2:6]1)=[O:4].[OH-].[K+]. Given the product [CH3:16][O:15][C:12]1[CH:13]=[C:14]2[C:9]([CH2:8][CH2:7][CH2:6][C:5]2([C:3]([OH:4])=[O:2])[CH3:17])=[CH:10][CH:11]=1, predict the reactants needed to synthesize it.